From a dataset of Reaction yield outcomes from USPTO patents with 853,638 reactions. Predict the reaction yield, written as a fraction of the theoretical maximum amount of product (1.0 means a 100% yield; for example, 0.34 means a 34% yield). (1) The yield is 0.710. The reactants are [NH2:1][C:2]1[C:3]([NH:12][C:13](=O)[C:14]2[CH:19]=[CH:18][CH:17]=[CH:16][CH:15]=2)=[C:4]([CH:9]=[CH:10][CH:11]=1)[C:5]([O:7][CH3:8])=[O:6].C([O-])(O)=O.[Na+]. The catalyst is C(O)(=O)C. The product is [C:14]1([C:13]2[NH:12][C:3]3[C:4]([C:5]([O:7][CH3:8])=[O:6])=[CH:9][CH:10]=[CH:11][C:2]=3[N:1]=2)[CH:19]=[CH:18][CH:17]=[CH:16][CH:15]=1. (2) The reactants are Br[C:2]1[CH:7]=[CH:6][CH:5]=[CH:4][N:3]=1.[CH2:8]([C:12]1[S:13][C:14]2[C:20]([Cl:21])=[CH:19][CH:18]=[C:17]([CH3:22])[C:15]=2[N:16]=1)[CH2:9][C:10]#[CH:11]. No catalyst specified. The product is [Cl:21][C:20]1[C:14]2[S:13][C:12]([CH2:8][CH2:9][C:10]#[C:11][C:2]3[CH:7]=[CH:6][CH:5]=[CH:4][N:3]=3)=[N:16][C:15]=2[C:17]([CH3:22])=[CH:18][CH:19]=1. The yield is 0.0700. (3) The reactants are B1(C)OC(C2C=CC=CC=2)(C2C=CC=CC=2)[C@@H]2N1CCC2.[O:22]=[C:23]1[C:31]2[CH:30]=[CH:29][CH:28]=[C:27]([C:32]#[N:33])[C:26]=2[CH2:25][CH2:24]1. The catalyst is C1(C)C=CC=CC=1.B.CSC.C(Cl)Cl. The product is [OH:22][C@@H:23]1[C:31]2[CH:30]=[CH:29][CH:28]=[C:27]([C:32]#[N:33])[C:26]=2[CH2:25][CH2:24]1. The yield is 0.780. (4) The reactants are C1(P(C2CCCCC2)C2C=CC=CC=2C2C(C(C)C)=CC(C(C)C)=CC=2C(C)C)CCCCC1.Br[C:36]1[CH:41]=[CH:40][C:39]([N:42]2[CH2:46][CH2:45][C:44]3([CH2:51][CH2:50][O:49][CH2:48][CH2:47]3)[C:43]2=[O:52])=[C:38]([CH3:53])[CH:37]=1.CC(C)([O-])C.[Na+].[NH:60]1[CH2:65][CH2:64][CH:63]([OH:66])[CH2:62][CH2:61]1. The catalyst is C1C=CC(/C=C/C(/C=C/C2C=CC=CC=2)=O)=CC=1.C1C=CC(/C=C/C(/C=C/C2C=CC=CC=2)=O)=CC=1.C1C=CC(/C=C/C(/C=C/C2C=CC=CC=2)=O)=CC=1.[Pd].[Pd]. The product is [OH:66][CH:63]1[CH2:64][CH2:65][N:60]([C:36]2[CH:41]=[CH:40][C:39]([N:42]3[CH2:46][CH2:45][C:44]4([CH2:51][CH2:50][O:49][CH2:48][CH2:47]4)[C:43]3=[O:52])=[C:38]([CH3:53])[CH:37]=2)[CH2:61][CH2:62]1. The yield is 0.140.